This data is from Full USPTO retrosynthesis dataset with 1.9M reactions from patents (1976-2016). The task is: Predict the reactants needed to synthesize the given product. The reactants are: C([O:5][C:6](=[O:21])[CH2:7][O:8][C:9]1[CH:10]=[C:11]([CH2:15][C:16]([O:18][CH2:19][CH3:20])=[O:17])[CH:12]=[CH:13][CH:14]=1)(C)(C)C.FC(F)(F)C(O)=O. Given the product [CH2:19]([O:18][C:16](=[O:17])[CH2:15][C:11]1[CH:10]=[C:9]([CH:14]=[CH:13][CH:12]=1)[O:8][CH2:7][C:6]([OH:21])=[O:5])[CH3:20], predict the reactants needed to synthesize it.